Dataset: Forward reaction prediction with 1.9M reactions from USPTO patents (1976-2016). Task: Predict the product of the given reaction. (1) Given the reactants [N+:1]([C:4]1[CH:5]=[CH:6][C:7]2[O:11][C:10]([CH2:12][CH2:13][CH2:14][CH3:15])=[C:9]([C:16]([C:18]3[CH:23]=[CH:22][C:21]([O:24][CH2:25][CH2:26][C:27]#[N:28])=[CH:20][CH:19]=3)=[O:17])[C:8]=2[CH:29]=1)([O-])=O.[H][H], predict the reaction product. The product is: [NH2:1][C:4]1[CH:5]=[CH:6][C:7]2[O:11][C:10]([CH2:12][CH2:13][CH2:14][CH3:15])=[C:9]([C:16]([C:18]3[CH:19]=[CH:20][C:21]([O:24][CH2:25][CH2:26][C:27]#[N:28])=[CH:22][CH:23]=3)=[O:17])[C:8]=2[CH:29]=1. (2) Given the reactants [NH2:1][C:2]1[CH:9]=[CH:8][C:5]([C:6]#[N:7])=[C:4]([Cl:10])[CH:3]=1.ClC1C=C(Cl)C=C(Cl)C=1[O:20][C:21](=O)[CH:22]([C:35]1[CH:40]=[CH:39][CH:38]=[CH:37][CH:36]=1)[C:23](OC1C(Cl)=CC(Cl)=CC=1Cl)=[O:24], predict the reaction product. The product is: [Cl:10][C:4]1[CH:3]=[C:2]2[C:9]([C:23]([OH:24])=[C:22]([C:35]3[CH:40]=[CH:39][CH:38]=[CH:37][CH:36]=3)[C:21](=[O:20])[NH:1]2)=[CH:8][C:5]=1[C:6]#[N:7]. (3) Given the reactants [Cl:1][C:2]1[CH:38]=[CH:37][C:5]([C:6]([N:8]2[CH2:14][C:13]3[CH:15]=[CH:16][C:17]([C:19]([OH:21])=[O:20])=[CH:18][C:12]=3[N:11]([CH2:22][C:23]3[CH:28]=[CH:27][C:26]([C:29]([N:31]4[CH2:35][CH2:34][CH2:33][CH2:32]4)=[O:30])=[CH:25][CH:24]=3)[C:10](=[O:36])[CH2:9]2)=[O:7])=[CH:4][CH:3]=1.[CH2:39](O)[CH3:40].C(N(CC)CC)C, predict the reaction product. The product is: [Cl:1][C:2]1[CH:3]=[CH:4][C:5]([C:6]([N:8]2[CH2:14][C:13]3[CH:15]=[CH:16][C:17]([C:19]([O:21][CH2:39][CH3:40])=[O:20])=[CH:18][C:12]=3[N:11]([CH2:22][C:23]3[CH:28]=[CH:27][C:26]([C:29]([N:31]4[CH2:32][CH2:33][CH2:34][CH2:35]4)=[O:30])=[CH:25][CH:24]=3)[C:10](=[O:36])[CH2:9]2)=[O:7])=[CH:37][CH:38]=1. (4) The product is: [C:1]([O:5][C:6]([N:8]1[CH2:12][CH2:11][C@H:10]([O:13][Si:14]([C:17]([CH3:20])([CH3:19])[CH3:18])([CH3:16])[CH3:15])[C@H:9]1[C@@H:21]([NH:23][C:31]1[CH:30]=[CH:29][C:26]([C:27]#[N:28])=[C:25]([Cl:24])[C:32]=1[CH3:33])[CH3:22])=[O:7])([CH3:4])([CH3:3])[CH3:2]. Given the reactants [C:1]([O:5][C:6]([N:8]1[CH2:12][CH2:11][C@H:10]([O:13][Si:14]([C:17]([CH3:20])([CH3:19])[CH3:18])([CH3:16])[CH3:15])[C@H:9]1[C@@H:21]([NH2:23])[CH3:22])=[O:7])([CH3:4])([CH3:3])[CH3:2].[Cl:24][C:25]1[C:32]([CH3:33])=[C:31](I)[CH:30]=[CH:29][C:26]=1[C:27]#[N:28].C([O-])([O-])=O.[Cs+].[Cs+], predict the reaction product. (5) Given the reactants [CH2:1]([O:3][C:4](=[O:21])[C:5]1[CH:10]=[CH:9][CH:8]=[C:7]([O:11][C:12]2[CH:17]=[CH:16][C:15]([F:18])=[CH:14][CH:13]=2)[C:6]=1[CH2:19]Br)[CH3:2].[CH3:22][O:23][C:24](=[O:37])[CH2:25][NH:26][S:27]([C:30]1[CH:35]=[CH:34][C:33]([CH3:36])=[CH:32][CH:31]=1)(=[O:29])=[O:28].[I-].[Na+].C(=O)([O-])[O-].[K+].[K+], predict the reaction product. The product is: [CH2:1]([O:3][C:4](=[O:21])[C:5]1[CH:10]=[CH:9][CH:8]=[C:7]([O:11][C:12]2[CH:17]=[CH:16][C:15]([F:18])=[CH:14][CH:13]=2)[C:6]=1[CH2:19][N:26]([CH2:25][C:24]([O:23][CH3:22])=[O:37])[S:27]([C:30]1[CH:31]=[CH:32][C:33]([CH3:36])=[CH:34][CH:35]=1)(=[O:29])=[O:28])[CH3:2].